Dataset: Full USPTO retrosynthesis dataset with 1.9M reactions from patents (1976-2016). Task: Predict the reactants needed to synthesize the given product. (1) Given the product [Cl:24][CH2:25][C:26]([N:13]1[C@@H:9]([CH3:8])[CH2:10][CH2:11][C@H:12]1[C:14]([NH2:16])=[O:15])=[O:27], predict the reactants needed to synthesize it. The reactants are: FC(F)(F)C(O)=O.[CH3:8][C@@H:9]1[NH:13][C@H:12]([C:14]([NH2:16])=[O:15])[CH2:11][CH2:10]1.C(N(CC)CC)C.[Cl:24][CH2:25][C:26](Cl)=[O:27]. (2) Given the product [Cl:25][C:2]1[C:7]([C:8]#[N:9])=[CH:6][N:5]=[CH:4][CH:3]=1, predict the reactants needed to synthesize it. The reactants are: O[C:2]1[C:7]([C:8]#[N:9])=[CH:6][N:5]=[CH:4][CH:3]=1.N.C([O-])(=O)C.[NH4+].OC1C=CC=CN=1.P(Cl)(Cl)([Cl:25])=O. (3) Given the product [Cl:8][C:7]1[CH:6]=[CH:5][C:4]([NH:9][C:10](=[O:22])[C:11]2[CH:16]=[CH:15][C:14]([C:17]([F:20])([F:19])[F:18])=[N:13][C:12]=2[CH3:21])=[CH:3][C:2]=1[NH:1][C:26](=[O:27])[C:25]1[CH:29]=[CH:30][CH:31]=[CH:32][C:24]=1[Cl:23], predict the reactants needed to synthesize it. The reactants are: [NH2:1][C:2]1[CH:3]=[C:4]([NH:9][C:10](=[O:22])[C:11]2[CH:16]=[CH:15][C:14]([C:17]([F:20])([F:19])[F:18])=[N:13][C:12]=2[CH3:21])[CH:5]=[CH:6][C:7]=1[Cl:8].[Cl:23][C:24]1[CH:32]=[CH:31][CH:30]=[CH:29][C:25]=1[C:26](Cl)=[O:27].